This data is from Forward reaction prediction with 1.9M reactions from USPTO patents (1976-2016). The task is: Predict the product of the given reaction. (1) Given the reactants [C:1]([C:4]1[CH:5]=[C:6]([O:23][C:24]([F:27])([F:26])[F:25])[CH:7]=[C:8]2[C:13]=1[O:12][CH:11]([C:14]([F:17])([F:16])[F:15])[C:10]([C:18]([O:20][CH2:21][CH3:22])=[O:19])=[CH:9]2)(=[O:3])[CH3:2].[CH3:28][Mg]Br, predict the reaction product. The product is: [OH:3][C:1]([C:4]1[CH:5]=[C:6]([O:23][C:24]([F:25])([F:27])[F:26])[CH:7]=[C:8]2[C:13]=1[O:12][CH:11]([C:14]([F:16])([F:17])[F:15])[C:10]([C:18]([O:20][CH2:21][CH3:22])=[O:19])=[CH:9]2)([CH3:28])[CH3:2]. (2) The product is: [OH:32][C:2]1[C:22]([O:23][CH2:24][C@H:25]2[CH2:29][O:28][C:27]([CH3:31])([CH3:30])[O:26]2)=[CH:21][C:5]2[C:6]([CH3:20])([CH3:19])[C:7]3[NH:8][C:9]4[C:14]([C:15]=3[C:16](=[O:17])[C:4]=2[CH:3]=1)=[CH:13][CH:12]=[C:11]([Cl:18])[CH:10]=4. Given the reactants Br[C:2]1[C:22]([O:23][CH2:24][C@H:25]2[CH2:29][O:28][C:27]([CH3:31])([CH3:30])[O:26]2)=[CH:21][C:5]2[C:6]([CH3:20])([CH3:19])[C:7]3[NH:8][C:9]4[C:14]([C:15]=3[C:16](=[O:17])[C:4]=2[CH:3]=1)=[CH:13][CH:12]=[C:11]([Cl:18])[CH:10]=4.[O:32]1CCOCC1.C(P(C(C)(C)C)C1C=CC=CC=1C1C(C(C)C)=CC(C(C)C)=CC=1C(C)C)(C)(C)C.[OH-].[K+], predict the reaction product. (3) Given the reactants [Br:1][C:2]1[CH:11]=[CH:10][C:5]([C:6]([O:8][CH3:9])=[O:7])=[CH:4][C:3]=1[S:12](Cl)(=[O:14])=[O:13].[NH:16]1[CH2:22][CH2:21][CH2:20][CH:19]([OH:23])[CH2:18][CH2:17]1, predict the reaction product. The product is: [Br:1][C:2]1[CH:11]=[CH:10][C:5]([C:6]([O:8][CH3:9])=[O:7])=[CH:4][C:3]=1[S:12]([N:16]1[CH2:22][CH2:21][CH2:20][CH:19]([OH:23])[CH2:18][CH2:17]1)(=[O:14])=[O:13].